This data is from Forward reaction prediction with 1.9M reactions from USPTO patents (1976-2016). The task is: Predict the product of the given reaction. (1) The product is: [Cl:1][C:2]1[CH:24]=[C:23]([Cl:25])[CH:22]=[CH:21][C:3]=1[CH2:4][O:5][C:6]1[CH:11]=[C:10]([O:12][CH2:13][CH2:14][O:15][CH3:16])[CH:9]=[CH:8][C:7]=1[CH2:17][CH2:18][CH2:19][O:20][C:27]1[CH:31]=[C:30]([CH2:32][CH2:33][C:34]([OH:36])=[O:35])[N:29]([CH3:39])[N:28]=1. Given the reactants [Cl:1][C:2]1[CH:24]=[C:23]([Cl:25])[CH:22]=[CH:21][C:3]=1[CH2:4][O:5][C:6]1[CH:11]=[C:10]([O:12][CH2:13][CH2:14][O:15][CH3:16])[CH:9]=[CH:8][C:7]=1[CH2:17][CH2:18][CH2:19][OH:20].O[C:27]1[CH:31]=[C:30]([CH2:32][CH2:33][C:34]([O:36]CC)=[O:35])[N:29]([CH3:39])[N:28]=1.C(P(CCCC)CCCC)CCC.N(C(N1CCCCC1)=O)=NC(N1CCCCC1)=O.O1CCCC1CO.[OH-].[Na+].Cl, predict the reaction product. (2) Given the reactants CC(C)(CC(=O)N1CCCN(C2C=CC(NC(C3N=C(C4C=CC=CC=4)OC=3C(F)(F)F)=O)=CC=2)CC1)C(O)=O.Cl.[N:42]1([C:49]2[N:54]=[CH:53][C:52]([NH:55][C:56]([C:58]3[N:59]=[C:60]([C:67]4[CH:72]=[CH:71][CH:70]=[CH:69][CH:68]=4)[O:61][C:62]=3[C:63]([F:66])([F:65])[F:64])=[O:57])=[CH:51][CH:50]=2)[CH2:48][CH2:47][CH2:46][NH:45][CH2:44][CH2:43]1.[C:73]1(=[O:83])[C:77]2([CH2:81][CH2:80][CH2:79][CH2:78]2)[CH2:76][C:75](=[O:82])[O:74]1, predict the reaction product. The product is: [O:82]=[C:75]([N:45]1[CH2:46][CH2:47][CH2:48][N:42]([C:49]2[CH:50]=[CH:51][C:52]([NH:55][C:56]([C:58]3[N:59]=[C:60]([C:67]4[CH:72]=[CH:71][CH:70]=[CH:69][CH:68]=4)[O:61][C:62]=3[C:63]([F:64])([F:66])[F:65])=[O:57])=[CH:53][N:54]=2)[CH2:43][CH2:44]1)[CH2:76][C:77]1([C:73]([OH:83])=[O:74])[CH2:81][CH2:80][CH2:79][CH2:78]1. (3) Given the reactants [Si]([O:18][CH:19]([C:21]1[N:25]=[C:24]([C:26]([O:28][CH2:29][CH3:30])=[O:27])[O:23][N:22]=1)[CH3:20])(C(C)(C)C)(C1C=CC=CC=1)C1C=CC=CC=1.F.C([O-])(O)=O.[Na+], predict the reaction product. The product is: [OH:18][CH:19]([C:21]1[N:25]=[C:24]([C:26]([O:28][CH2:29][CH3:30])=[O:27])[O:23][N:22]=1)[CH3:20].